From a dataset of Catalyst prediction with 721,799 reactions and 888 catalyst types from USPTO. Predict which catalyst facilitates the given reaction. (1) Reactant: [OH:1][C:2]1[CH:7]=[CH:6][C:5]([N:8]2[CH2:13][CH2:12][N:11]([CH2:14][CH2:15][CH:16]([O:23][C:24](=[O:26])[NH2:25])[C:17]3[CH:22]=[CH:21][CH:20]=[CH:19][CH:18]=3)[CH2:10][CH2:9]2)=[CH:4][CH:3]=1.C(N(CC)CC)C.[C:34](Cl)(=[O:36])[CH3:35]. Product: [C:24]([O:23][CH:16]([C:17]1[CH:22]=[CH:21][CH:20]=[CH:19][CH:18]=1)[CH2:15][CH2:14][N:11]1[CH2:12][CH2:13][N:8]([C:5]2[CH:6]=[CH:7][C:2]([O:1][C:34](=[O:36])[CH3:35])=[CH:3][CH:4]=2)[CH2:9][CH2:10]1)(=[O:26])[NH2:25]. The catalyst class is: 30. (2) Reactant: [N+:1]([C:4]1[CH:5]=[CH:6][C:7]2[O:13][CH2:12][CH2:11][CH2:10][NH:9][C:8]=2[CH:14]=1)([O-:3])=[O:2].[CH:15](=O)[CH3:16].C(O)(=O)C.C(O[BH-](OC(=O)C)OC(=O)C)(=O)C.[Na+].C(=O)(O)[O-].[Na+]. Product: [CH2:15]([N:9]1[C:8]2[CH:14]=[C:4]([N+:1]([O-:3])=[O:2])[CH:5]=[CH:6][C:7]=2[O:13][CH2:12][CH2:11][CH2:10]1)[CH3:16]. The catalyst class is: 115. (3) Reactant: COC1C=CC(C[NH:8][C:9]2[CH:18]=[CH:17][C:16]3[C:11](=[CH:12][C:13]([C:23]([F:26])([F:25])[F:24])=[CH:14][C:15]=3[C:19]([F:22])([F:21])[F:20])[N:10]=2)=CC=1. Product: [F:22][C:19]([F:20])([F:21])[C:15]1[CH:14]=[C:13]([C:23]([F:25])([F:26])[F:24])[CH:12]=[C:11]2[C:16]=1[CH:17]=[CH:18][C:9]([NH2:8])=[N:10]2. The catalyst class is: 67. (4) Reactant: [OH:1][C:2]1[C:3]([O:20][CH3:21])=[C:4]([C:10]2[CH:18]=[CH:17][CH:16]=[C:15]3[C:11]=2[CH2:12][CH2:13][C:14]3=[O:19])[CH:5]=[CH:6][C:7]=1[O:8][CH3:9].C(=O)([O-])[O-].[K+].[K+].Br[CH2:29][C:30]([CH3:34])([CH3:33])[CH2:31][OH:32]. Product: [OH:32][CH2:31][C:30]([CH3:34])([CH3:33])[CH2:29][O:1][C:2]1[C:3]([O:20][CH3:21])=[C:4]([C:10]2[CH:18]=[CH:17][CH:16]=[C:15]3[C:11]=2[CH2:12][CH2:13][C:14]3=[O:19])[CH:5]=[CH:6][C:7]=1[O:8][CH3:9]. The catalyst class is: 10. (5) Reactant: [CH3:1][CH:2]1[CH2:11][CH2:10][C:9]2[C:4](=[CH:5][CH:6]=[CH:7][CH:8]=2)[NH:3]1.[N+:12]([O-])([OH:14])=[O:13].[OH-].[Na+]. Product: [CH3:1][CH:2]1[CH2:11][CH2:10][C:9]2[C:4](=[CH:5][C:6]([N+:12]([O-:14])=[O:13])=[CH:7][CH:8]=2)[NH:3]1. The catalyst class is: 65. (6) Reactant: [CH2:1]([O:5][CH:6]1[CH2:11][CH2:10][CH2:9][CH2:8][C:7]1=[CH2:12])[CH2:2]C=C. Product: [O:5]1[CH:6]2[C:7]([CH2:8][CH2:9][CH2:10][CH2:11]2)=[CH:12][CH2:2][CH2:1]1. The catalyst class is: 26. (7) Reactant: [Cl:1][C:2]1[C:7]([C:8]2[CH:13]=[CH:12][CH:11]=[C:10]([CH2:14][CH3:15])[CH:9]=2)=[C:6]([C@@:16]([OH:30])([C@@H:24]2[CH2:29][CH2:28][CH2:27][NH:26][CH2:25]2)[CH2:17][CH2:18][CH2:19][NH:20][C:21](=[O:23])[CH3:22])[CH:5]=[CH:4][CH:3]=1.[C:31]([O:35][C:36]([N:38]([CH2:40][C:41]1[CH:49]=[CH:48][C:44]([C:45](O)=[O:46])=[CH:43][CH:42]=1)[CH3:39])=[O:37])([CH3:34])([CH3:33])[CH3:32].CCN(C(C)C)C(C)C.CN(C(ON1N=NC2C=CC=CC1=2)=[N+](C)C)C.F[P-](F)(F)(F)(F)F. Product: [C:21]([NH:20][CH2:19][CH2:18][CH2:17][C@:16]([C@@H:24]1[CH2:29][CH2:28][CH2:27][N:26]([C:45]([C:44]2[CH:43]=[CH:42][C:41]([CH2:40][N:38]([CH3:39])[C:36](=[O:37])[O:35][C:31]([CH3:32])([CH3:33])[CH3:34])=[CH:49][CH:48]=2)=[O:46])[CH2:25]1)([C:6]1[CH:5]=[CH:4][CH:3]=[C:2]([Cl:1])[C:7]=1[C:8]1[CH:13]=[CH:12][CH:11]=[C:10]([CH2:14][CH3:15])[CH:9]=1)[OH:30])(=[O:23])[CH3:22]. The catalyst class is: 18. (8) Reactant: [Cl:1][C:2]1[C:3]([C:22]([NH2:24])=[O:23])=[CH:4][C:5]2[N:9]=[C:8]([CH2:10][CH3:11])[N:7]([C:12]3[CH:17]=[CH:16][C:15]([CH2:18][CH2:19][OH:20])=[CH:14][CH:13]=3)[C:6]=2[CH:21]=1.[CH3:25][S:26](Cl)(=[O:28])=[O:27].O. Product: [CH3:25][S:26]([O:20][CH2:19][CH2:18][C:15]1[CH:14]=[CH:13][C:12]([N:7]2[C:6]3[CH:21]=[C:2]([Cl:1])[C:3]([C:22]([NH2:24])=[O:23])=[CH:4][C:5]=3[N:9]=[C:8]2[CH2:10][CH3:11])=[CH:17][CH:16]=1)(=[O:28])=[O:27]. The catalyst class is: 4. (9) Reactant: CO.[BH4-].[Li+].[N:5]1[N:9]2[CH2:10][CH2:11][CH2:12][N:13]([C:15]([O:17][CH2:18][C:19]3[CH:24]=[C:23]([C:25]([F:28])([F:27])[F:26])[CH:22]=[C:21]([C:29]([F:32])([F:31])[F:30])[CH:20]=3)=[O:16])[CH2:14][C:8]2=[CH:7][C:6]=1[C:33](OCC)=[O:34].Cl.C([O-])([O-])=O.[K+].[K+]. Product: [OH:34][CH2:33][C:6]1[CH:7]=[C:8]2[CH2:14][N:13]([C:15]([O:17][CH2:18][C:19]3[CH:20]=[C:21]([C:29]([F:30])([F:31])[F:32])[CH:22]=[C:23]([C:25]([F:28])([F:27])[F:26])[CH:24]=3)=[O:16])[CH2:12][CH2:11][CH2:10][N:9]2[N:5]=1. The catalyst class is: 7. (10) Reactant: [CH2:1]([O:8][C:9]([N:11]1[CH2:13][C@H:12]1[C:14]([OH:16])=[O:15])=[O:10])[C:2]1[CH:7]=[CH:6][CH:5]=[CH:4][CH:3]=1.[OH:17][CH2:18][CH2:19][N:20]([CH2:28][C:29]1[CH:34]=[CH:33][C:32]([O:35][CH3:36])=[CH:31][CH:30]=1)[C:21](=[O:27])[O:22][C:23]([CH3:26])([CH3:25])[CH3:24].B(F)(F)F.[CH3:41]COCC.C(=O)(O)[O-].[Na+]. Product: [CH2:1]([O:8][C:9]([NH:11][C@H:12]([C:14]([O:16][CH3:41])=[O:15])[CH2:13][O:17][CH2:18][CH2:19][N:20]([C:21]([O:22][C:23]([CH3:24])([CH3:25])[CH3:26])=[O:27])[CH2:28][C:29]1[CH:34]=[CH:33][C:32]([O:35][CH3:36])=[CH:31][CH:30]=1)=[O:10])[C:2]1[CH:3]=[CH:4][CH:5]=[CH:6][CH:7]=1. The catalyst class is: 452.